This data is from Reaction yield outcomes from USPTO patents with 853,638 reactions. The task is: Predict the reaction yield, written as a fraction of the theoretical maximum amount of product (1.0 means a 100% yield; for example, 0.34 means a 34% yield). The reactants are [C:1]([NH:4][C:5]1[S:9][C:8]2[C:10]([O:15][CH2:16][CH2:17][N:18]([CH2:21][CH3:22])[CH2:19][CH3:20])=[C:11](Br)[CH:12]=[CH:13][C:7]=2[C:6]=1[C:23]([O:25][CH2:26][CH3:27])=[O:24])(=[O:3])[CH3:2].[N:28]1[CH:33]=[CH:32][C:31](B(O)O)=[CH:30][CH:29]=1.P([O-])([O-])([O-])=O.[K+].[K+].[K+]. The catalyst is C(#N)C.O. The product is [C:1]([NH:4][C:5]1[S:9][C:8]2[C:10]([O:15][CH2:16][CH2:17][N:18]([CH2:21][CH3:22])[CH2:19][CH3:20])=[C:11]([C:31]3[CH:32]=[CH:33][N:28]=[CH:29][CH:30]=3)[CH:12]=[CH:13][C:7]=2[C:6]=1[C:23]([O:25][CH2:26][CH3:27])=[O:24])(=[O:3])[CH3:2]. The yield is 0.260.